Dataset: Drug-target binding data from BindingDB using Ki measurements. Task: Regression. Given a target protein amino acid sequence and a drug SMILES string, predict the binding affinity score between them. We predict pKi (pKi = -log10(Ki in M); higher means stronger inhibition). Dataset: bindingdb_ki. (1) The compound is Cc1nn(C)cc1-c1cc[nH]n1. The target protein (O88587) has sequence MLLAAVSLGLLLLAFLLLLRHLGWGLVAIGWFEFVQQPVHNLLMGGTKEQRILRHVQQHAKPGDPQSVLEAIDTYCSEKEWAMNVGDAKGQIMDAVIREYRPSLVLELGAYCGYSAVRMARLLPPGARLLTMEINPDYAAITQQMLDFAGLQDKVSILIGASQDLIPQLKKKYDVDTLDMVFLDHWKDRYLPDTLLLEECGLLRKGTVLLADNVIVPGTPDFLAYVRGSSSFECTHYSSYLEYMKVVDGLEKAVYQGPGSSPVKS. The pKi is 4.2. (2) The compound is CC(=O)N[C@@H](CC(C)C)[C@@H]1N[C@@H](C(=O)O)C[C@H]1c1ccon1. The target protein (P06820) has sequence MNPNQKIITIGSVSLTIATVCFLMQIAILVTTVTLHFKQHECDSPASNQVMPCEPIIIERNITEIVYLNNTTIEKEICPKVVEYRNWSKPQCQITGFAPFSKDNSIRLSAGGDIWVTREPYVSCDPVKCYQFALGQGTTLDNKHSNDTVHDRIPHRTLLMNELGVPFHLGTRQVCIAWSSSSCHDGKAWLHVCITGDDKNATASFIYDGRLVDSIGSWSQNILRTQESECVCINGTCTVVMTDGSASGRADTRILFIEEGKIVHISPLAGSAQHVEECSCYPRYPGVRCICRDNWKGSNRPVVDINMEDYSIDSSYVCSGLVGDTPRNDDRSSNSNCRNPNNERGTQGVKGWAFDNGNDLWMGRTISKDLRSGYETFKVIGGWSTPNSKSQINRQVIVDSDNRSGYSGIFSVEGKSCINRCFYVELIRGRKQETRVWWTSNSIVVFCGTSGTYGTGSWPDGANINFMPI. The pKi is 6.6. (3) The small molecule is COC(=O)[C@H]1[C@@H](O)CC[C@H]2CN3CCc4c([nH]c5ccccc45)[C@@H]3C[C@@H]21. The target protein (O77830) has sequence AIAAVITFLILFTIFGNALVILAVLTSRSLRAPQNLFLVSLAAADILVATLIIPFSLANELLGYWYFRRTWCEVYLALDVLFCTSSIVHLCAISLDRYWAVSRALEYNCKRTPRRIKCIILTVWLIAAAISLPPLIYKGDQGPQPHGAPQCKLNQEAWYILSSSLGSFFVPCLIMILVYLRIYLIAKRSHRRGPRAKGGPGEGESRQACPVPGGPSASAKLPTLATPVASASEANGPSKPAGEKEEGETPEDPGTQALPPGWATLPNSGQGQKEGVSGASLEEEAEEEEEEEEEEDEPQAVPVSPASVGSPPLQQPQGSRVLATLRGQVLVGRGVGAMSGQWWRRRAQLSREKRFTFVLAVVIGVFVLCWFPFFFSYSLSAICPQQCRVPHGLF. The pKi is 7.9. (4) The compound is COc1ccc(-c2nc3cc(OC)c(OC)cc3c(=O)o2)c(OC)c1. The target protein (Q9P0G3) has sequence MSLRVLGSGTWPSAPKMFLLLTALQVLAIAMTQSQEDENKIIGGHTCTRSSQPWQAALLAGPRRRFLCGGALLSGQWVITAAHCGRPILQVALGKHNLRRWEATQQVLRVVRQVTHPNYNSRTHDNDLMLLQLQQPARIGRAVRPIEVTQACASPGTSCRVSGWGTISSPIARYPASLQCVNINISPDEVCQKAYPRTITPGMVCAGVPQGGKDSCQGDSGGPLVCRGQLQGLVSWGMERCALPGYPGVYTNLCKYRSWIEETMRDK. The pKi is 6.0. (5) The compound is CCCC[C@H](NC(=O)c1ccccc1)C(=O)N[C@@H](CCCCN)C(=O)N[C@@H](CCCN=C(N)N)C(=O)N[C@H](C=O)CCCCN. The target protein (P29990) has sequence MNDQRKKAKNTPFNMLKRERNRVSTVQQLTKRFSLGMLQGRGPLKLYMALVAFLRFLTIPPTAGILKRWGTIKKSKAINVLRGFRKEIGRMLNILNRRRRSAGMIIMLIPTVMAFHLTTRNGEPHMIVSRQEKGKSLLFKTEDGVNMCTLMAMDLGELCEDTITYKCPLLRQNEPEDIDCWCNSTSTWVTYGTCTTMGEHRRQKRSVALVPHVGMGLETRTETWMSSEGAWKHVQRIETWILRHPGFTMMAAILAYTIGTTHFQRALIFILLTAVTPSMTMRCIGMSNRDFVEGVSGGSWVDIVLEHGSCVTTMAKNKPTLDFELIKTEAKQPATLRKYCIEAKLTNTTTESRCPTQGEPSLNEEQDKRFVCKHSMVDRGWGNGCGLFGKGGIVTCAMFRCKKNMEGKVVQPENLEYTIVITPHSGEEHAVGNDTGKHGKEIKITPQSSTTEAELTGYGTVTMECSPRTGLDFNEMVLLQMENKAWLVHRQWFLDLPLPW.... The pKi is 4.7.